Dataset: Forward reaction prediction with 1.9M reactions from USPTO patents (1976-2016). Task: Predict the product of the given reaction. (1) Given the reactants [Br:1][C:2]1[CH:3]=[CH:4][C:5]([OH:11])=[C:6]([C:8](=[O:10])[CH3:9])[CH:7]=1.[C:12]1(=O)[CH2:18][CH2:17][CH2:16][CH2:15][CH2:14][CH2:13]1.N1CCCC1.Cl, predict the reaction product. The product is: [Br:1][C:2]1[CH:7]=[C:6]2[C:5](=[CH:4][CH:3]=1)[O:11][C:12]1([CH2:18][CH2:17][CH2:16][CH2:15][CH2:14][CH2:13]1)[CH2:9][C:8]2=[O:10]. (2) Given the reactants [NH2:1][C@@H:2]1[C:11]2[C:6](=[CH:7][CH:8]=[CH:9][CH:10]=2)[C@H:5]([OH:12])[CH2:4][CH2:3]1.[H-].[Na+].F[C:16]1[CH:17]=[CH:18][C:19]2[N:20]([C:22]([C@@H:25]3[CH2:29][C@@H:28]([F:30])[CH2:27][N:26]3[CH3:31])=[N:23][N:24]=2)[CH:21]=1.N, predict the reaction product. The product is: [F:30][C@H:28]1[CH2:27][N:26]([CH3:31])[C@H:25]([C:22]2[N:20]3[CH:21]=[C:16]([O:12][C@H:5]4[C:6]5[C:11](=[CH:10][CH:9]=[CH:8][CH:7]=5)[C@@H:2]([NH2:1])[CH2:3][CH2:4]4)[CH:17]=[CH:18][C:19]3=[N:24][N:23]=2)[CH2:29]1. (3) The product is: [CH3:17][C:6]1([C:4]([O:3][CH2:1][CH3:2])=[O:5])[CH2:15][CH2:14][C:9]2([O:10][CH2:11][CH2:12][O:13]2)[CH2:8][CH2:7]1. Given the reactants [CH2:1]([O:3][C:4]([CH:6]1[CH2:15][CH2:14][C:9]2([O:13][CH2:12][CH2:11][O:10]2)[CH2:8][CH2:7]1)=[O:5])[CH3:2].[Li+].[CH3:17][Si]([N-][Si](C)(C)C)(C)C.CI.[NH4+].[Cl-], predict the reaction product. (4) The product is: [O:1]=[C:2]1[N:6]([C:7]2[CH:8]=[C:9]3[C:14](=[CH:15][CH:16]=2)[CH2:13][N:12]([CH:35]=[O:36])[CH2:11][CH2:10]3)[CH2:5][C@H:4]([CH2:17][NH:18][C:19](=[O:25])[O:20][C:21]([CH3:22])([CH3:24])[CH3:23])[O:3]1. Given the reactants [O:1]=[C:2]1[N:6]([C:7]2[CH:8]=[C:9]3[C:14](=[CH:15][CH:16]=2)[CH2:13][NH:12][CH2:11][CH2:10]3)[CH2:5][C@H:4]([CH2:17][NH:18][C:19](=[O:25])[O:20][C:21]([CH3:24])([CH3:23])[CH3:22])[O:3]1.N1([CH:35]=[O:36])C2C=CC=CC=2N=N1, predict the reaction product.